From a dataset of Peptide-MHC class I binding affinity with 185,985 pairs from IEDB/IMGT. Regression. Given a peptide amino acid sequence and an MHC pseudo amino acid sequence, predict their binding affinity value. This is MHC class I binding data. (1) The peptide sequence is YVVVHGYFT. The MHC is HLA-A02:02 with pseudo-sequence HLA-A02:02. The binding affinity (normalized) is 0.461. (2) The peptide sequence is GAAAQFNAS. The MHC is HLA-A02:02 with pseudo-sequence HLA-A02:02. The binding affinity (normalized) is 0.0981. (3) The peptide sequence is YMKERFTVL. The MHC is HLA-C14:02 with pseudo-sequence HLA-C14:02. The binding affinity (normalized) is 0.523. (4) The peptide sequence is NMALKKIREL. The MHC is HLA-A02:06 with pseudo-sequence HLA-A02:06. The binding affinity (normalized) is 0.372. (5) The peptide sequence is AQIDNYNKF. The MHC is Patr-A0901 with pseudo-sequence Patr-A0901. The binding affinity (normalized) is 0.264. (6) The peptide sequence is EMADYIFFV. The MHC is HLA-A23:01 with pseudo-sequence HLA-A23:01. The binding affinity (normalized) is 0.0847.